From a dataset of Retrosynthesis with 50K atom-mapped reactions and 10 reaction types from USPTO. Predict the reactants needed to synthesize the given product. (1) Given the product CCc1c(-c2cn(-c3cc(C(=O)Nc4cc(C(C)(C)C)cc(C#N)c4OC)ccc3C)cn2)cnn1-c1ccccc1, predict the reactants needed to synthesize it. The reactants are: CCc1c(-c2cn(-c3cc(C(=O)OC)ccc3C)cn2)cnn1-c1ccccc1.COc1c(N)cc(C(C)(C)C)cc1C#N. (2) The reactants are: N[C@@H]1CC2(CC[C@H]1O)OCCO2.O=C1CCN(C(=O)OCc2ccccc2)CC1. Given the product O=C(OCc1ccccc1)N1CCC(N[C@@H]2CC3(CC[C@H]2O)OCCO3)CC1, predict the reactants needed to synthesize it.